Dataset: Reaction yield outcomes from USPTO patents with 853,638 reactions. Task: Predict the reaction yield, written as a fraction of the theoretical maximum amount of product (1.0 means a 100% yield; for example, 0.34 means a 34% yield). (1) The reactants are C([O:4][C:5]1[CH:6]=[C:7]([N+:11]([O-:13])=[O:12])[CH:8]=[CH:9][CH:10]=1)C=C.Cl[C:15]1[CH:20]=CC=C(Cl)[CH:16]=1. No catalyst specified. The product is [CH2:20]([C:6]1[C:7]([N+:11]([O-:13])=[O:12])=[CH:8][CH:9]=[CH:10][C:5]=1[OH:4])[CH:15]=[CH2:16]. The yield is 0.0500. (2) The reactants are [CH2:1]([C@@H:8]1[NH:13][CH2:12][CH2:11][N:10]([C:14]2[CH:23]=[CH:22][C:21]([O:24][CH3:25])=[C:20]3[C:15]=2[CH:16]=[CH:17][C:18]([C:26]([F:29])([F:28])[F:27])=[N:19]3)[CH2:9]1)[C:2]1[CH:7]=[CH:6][CH:5]=[CH:4][CH:3]=1.C([O:32][C:33](=O)[CH2:34][C:35]1[NH:39][CH:38]=[N:37][N:36]=1)C. No catalyst specified. The product is [CH2:1]([C@H:8]1[CH2:9][N:10]([C:14]2[CH:23]=[CH:22][C:21]([O:24][CH3:25])=[C:20]3[C:15]=2[CH:16]=[CH:17][C:18]([C:26]([F:29])([F:27])[F:28])=[N:19]3)[CH2:11][CH2:12][N:13]1[C:33](=[O:32])[CH2:34][C:35]1[NH:36][N:37]=[CH:38][N:39]=1)[C:2]1[CH:7]=[CH:6][CH:5]=[CH:4][CH:3]=1. The yield is 0.00700.